Task: Predict the reaction yield, written as a fraction of the theoretical maximum amount of product (1.0 means a 100% yield; for example, 0.34 means a 34% yield).. Dataset: Reaction yield outcomes from USPTO patents with 853,638 reactions (1) The reactants are [CH3:1][N:2]=[C:3]=[O:4].Cl[C:6]1[CH:7]=[C:8]([NH:20][C:21]2[C:30]3[C:25](=[CH:26][CH:27]=[CH:28][C:29]=3[O:31][CH2:32][CH2:33][NH:34][CH3:35])[N:24]=[CH:23][N:22]=2)[CH:9]=C[C:11]=1[O:12][CH2:13][C:14]1[CH:19]=[CH:18][CH:17]=[CH:16][N:15]=1.[CH2:36]([Cl:38])Cl. No catalyst specified. The product is [Cl:38][C:36]1[CH:9]=[C:8]([NH:20][C:21]2[C:30]3[C:25](=[CH:26][CH:27]=[CH:28][C:29]=3[O:31][CH2:32][CH2:33][N:34]([CH3:35])[C:3]([NH:2][CH3:1])=[O:4])[N:24]=[CH:23][N:22]=2)[CH:7]=[CH:6][C:11]=1[O:12][CH2:13][C:14]1[CH:19]=[CH:18][CH:17]=[CH:16][N:15]=1. The yield is 0.830. (2) The reactants are [CH3:1][O:2][CH:3]([C:7]1[CH:12]=[CH:11][C:10]([N:13]2[CH2:18][CH2:17][O:16][CH2:15][CH2:14]2)=[CH:9][CH:8]=1)[C:4]([OH:6])=O.[CH3:19][O:20][C:21]1[CH:22]=[C:23]([C:29]2[CH:33]=[CH:32][NH:31][N:30]=2)[CH:24]=[CH:25][C:26]=1[O:27][CH3:28].C(N(C(C)C)CC)(C)C.F[P-](F)(F)(F)(F)F.Br[P+](N1CCCC1)(N1CCCC1)N1CCCC1.C([O-])(O)=O.[Na+]. The catalyst is CN(C=O)C. The product is [CH3:19][O:20][C:21]1[CH:22]=[C:23]([C:29]2[CH:33]=[CH:32][N:31]([C:4](=[O:6])[CH:3]([O:2][CH3:1])[C:7]3[CH:12]=[CH:11][C:10]([N:13]4[CH2:18][CH2:17][O:16][CH2:15][CH2:14]4)=[CH:9][CH:8]=3)[N:30]=2)[CH:24]=[CH:25][C:26]=1[O:27][CH3:28]. The yield is 0.500. (3) The reactants are [OH:1][C:2]1[CH:9]=[C:8]([O:10][CH2:11][CH2:12][O:13][CH3:14])[CH:7]=[CH:6][C:3]=1[CH:4]=O.[CH2:15]([O:17][C:18]([CH:20]=P(C1C=CC=CC=1)(C1C=CC=CC=1)C1C=CC=CC=1)=[O:19])[CH3:16]. The catalyst is O1CCCC1. The product is [OH:1][C:2]1[CH:9]=[C:8]([O:10][CH2:11][CH2:12][O:13][CH3:14])[CH:7]=[CH:6][C:3]=1/[CH:4]=[CH:20]/[C:18]([O:17][CH2:15][CH3:16])=[O:19]. The yield is 0.820.